From a dataset of Catalyst prediction with 721,799 reactions and 888 catalyst types from USPTO. Predict which catalyst facilitates the given reaction. (1) Reactant: [Cl:1][C:2]1[N:10]=[C:9]([CH3:11])[CH:8]=[CH:7][C:3]=1[C:4](Cl)=[O:5].[NH2:12][C:13]1[CH:18]=[CH:17][C:16]([C:19](=[O:28])[CH2:20][CH2:21][C:22]2[CH:27]=[CH:26][CH:25]=[CH:24][N:23]=2)=[CH:15][CH:14]=1.C(N(CC)CC)C.C(OCC)(=O)C. Product: [Cl:1][C:2]1[N:10]=[C:9]([CH3:11])[CH:8]=[CH:7][C:3]=1[C:4]([NH:12][C:13]1[CH:14]=[CH:15][C:16]([C:19](=[O:28])[CH2:20][CH2:21][C:22]2[CH:27]=[CH:26][CH:25]=[CH:24][N:23]=2)=[CH:17][CH:18]=1)=[O:5]. The catalyst class is: 30. (2) Reactant: [C:1]([N:5]1[C:9](=[O:10])[C:8](Cl)=[C:7]([C:12]2[CH:17]=[CH:16][CH:15]=[CH:14][CH:13]=2)[S:6]1(=[O:19])=[O:18])([CH3:4])([CH3:3])[CH3:2].[C:20]([O:24][C:25]([N:27]1[CH2:32][CH2:31][CH:30]([NH2:33])[CH2:29][CH2:28]1)=[O:26])([CH3:23])([CH3:22])[CH3:21]. Product: [C:1]([N:5]1[C:9](=[O:10])[C:8]([NH:33][CH:30]2[CH2:29][CH2:28][N:27]([C:25]([O:24][C:20]([CH3:23])([CH3:22])[CH3:21])=[O:26])[CH2:32][CH2:31]2)=[C:7]([C:12]2[CH:17]=[CH:16][CH:15]=[CH:14][CH:13]=2)[S:6]1(=[O:19])=[O:18])([CH3:4])([CH3:3])[CH3:2]. The catalyst class is: 23.